From a dataset of Peptide-MHC class II binding affinity with 134,281 pairs from IEDB. Regression. Given a peptide amino acid sequence and an MHC pseudo amino acid sequence, predict their binding affinity value. This is MHC class II binding data. (1) The peptide sequence is NCEALSLVSHIVKWK. The MHC is DRB1_0701 with pseudo-sequence DRB1_0701. The binding affinity (normalized) is 0.474. (2) The peptide sequence is AAIVNKLKAILVDLE. The MHC is HLA-DPA10103-DPB10401 with pseudo-sequence HLA-DPA10103-DPB10401. The binding affinity (normalized) is 0.263. (3) The peptide sequence is EKKFFAATQFEPLAA. The MHC is DRB1_1001 with pseudo-sequence DRB1_1001. The binding affinity (normalized) is 0.550. (4) The peptide sequence is GPNMSCDDVVFGINS. The MHC is DRB1_0101 with pseudo-sequence DRB1_0101. The binding affinity (normalized) is 0.184. (5) The peptide sequence is SEHETRLVAKLFKD. The MHC is DRB1_0301 with pseudo-sequence DRB1_0301. The binding affinity (normalized) is 0. (6) The peptide sequence is LLMRRMRRPTGKVTL. The MHC is HLA-DQA10201-DQB10301 with pseudo-sequence HLA-DQA10201-DQB10301. The binding affinity (normalized) is 0. (7) The peptide sequence is WELQIVDKIDAAFKI. The MHC is DRB4_0101 with pseudo-sequence DRB4_0103. The binding affinity (normalized) is 0.508.